This data is from Forward reaction prediction with 1.9M reactions from USPTO patents (1976-2016). The task is: Predict the product of the given reaction. (1) Given the reactants O.O.O.Cl.[CH:5]1[C:21]2[CH2:20][C@H:19]3[N:22]([CH2:24][CH2:25][C@@:11]45[C@H:18]3[CH:17]=[CH:16][C@H:14]([OH:15])[C@@H:12]4[O:13][C:9]([C:10]=25)=[C:7]([OH:8])[CH:6]=1)[CH3:23].C(=O)([O-])O.[Na+], predict the reaction product. The product is: [CH:5]1[C:21]2[CH2:20][C@H:19]3[N:22]([CH2:24][CH2:25][C@@:11]45[C@H:18]3[CH:17]=[CH:16][C@H:14]([OH:15])[C@@H:12]4[O:13][C:9]([C:10]=25)=[C:7]([OH:8])[CH:6]=1)[CH3:23]. (2) Given the reactants C[Si](Cl)(C)C.BrCCBr.I[CH:11]1[CH2:16][CH2:15][N:14]([C:17]([O:19][C:20]([CH3:23])([CH3:22])[CH3:21])=[O:18])[CH2:13][CH2:12]1.Br[C:25]1[CH:26]=[C:27]2[C:31](=[CH:32][CH:33]=1)[NH:30][N:29]=[CH:28]2, predict the reaction product. The product is: [NH:30]1[C:31]2[C:27](=[CH:26][C:25]([CH:11]3[CH2:16][CH2:15][N:14]([C:17]([O:19][C:20]([CH3:23])([CH3:22])[CH3:21])=[O:18])[CH2:13][CH2:12]3)=[CH:33][CH:32]=2)[CH:28]=[N:29]1. (3) Given the reactants [Cl:1][C:2]1[N:7]=[CH:6][C:5]([C:8](=O)[CH3:9])=[CH:4][CH:3]=1.[CH2:11]([NH2:13])[CH3:12].CO, predict the reaction product. The product is: [Cl:1][C:2]1[N:7]=[CH:6][C:5]([CH:8]([NH:13][CH2:11][CH3:12])[CH3:9])=[CH:4][CH:3]=1. (4) Given the reactants C(OC(=O)[NH:7][CH2:8][C:9]1[CH:38]=[CH:37][C:12]2[N:13]([CH2:32][CH2:33][CH:34]([CH3:36])[CH3:35])[C:14]([CH2:16][N:17]3[C:26]4[C:21](=[CH:22][CH:23]=[CH:24][CH:25]=4)[C:20](=[O:27])[N:19]([CH:28]4[CH2:30][CH2:29]4)[C:18]3=[O:31])=[N:15][C:11]=2[CH:10]=1)(C)(C)C.C1(OC)C=CC=CC=1.C(O)(C(F)(F)F)=O.C(Cl)(=O)C, predict the reaction product. The product is: [NH2:7][CH2:8][C:9]1[CH:38]=[CH:37][C:12]2[N:13]([CH2:32][CH2:33][CH:34]([CH3:35])[CH3:36])[C:14]([CH2:16][N:17]3[C:26]4[C:21](=[CH:22][CH:23]=[CH:24][CH:25]=4)[C:20](=[O:27])[N:19]([CH:28]4[CH2:29][CH2:30]4)[C:18]3=[O:31])=[N:15][C:11]=2[CH:10]=1. (5) Given the reactants Br[C:2]1[CH:7]=[CH:6][C:5]([N:8]2[C:16]3[C:15]([OH:17])=[C:14](C(OCC)=O)[C:13](=[O:23])[NH:12][C:11]=3[CH:10]=[CH:9]2)=[CH:4][CH:3]=1.[OH:24][C:25]1[CH:30]=[CH:29][CH:28]=[CH:27][C:26]=1B(O)O.C(=O)([O-])[O-].[Cs+].[Cs+].O1CCOCC1, predict the reaction product. The product is: [OH:17][C:15]1[C:16]2[N:8]([C:5]3[CH:4]=[CH:3][C:2]([C:26]4[CH:27]=[CH:28][CH:29]=[CH:30][C:25]=4[OH:24])=[CH:7][CH:6]=3)[CH:9]=[CH:10][C:11]=2[NH:12][C:13](=[O:23])[CH:14]=1. (6) Given the reactants [N:1]([CH2:4][CH2:5][CH2:6][C:7]([C:9]1[CH:14]=[CH:13][C:12]([Br:15])=[CH:11][CH:10]=1)=O)=[N+]=[N-].C1(P(C2C=CC=CC=2)C2C=CC=CC=2)C=CC=CC=1, predict the reaction product. The product is: [Br:15][C:12]1[CH:13]=[CH:14][C:9]([C:7]2[CH2:6][CH2:5][CH2:4][N:1]=2)=[CH:10][CH:11]=1. (7) Given the reactants [C:1]([NH2:5])([CH3:4])([CH3:3])[CH3:2].[Br:6][C:7]1[CH:12]=[C:11]([Br:13])[CH:10]=[CH:9][C:8]=1O.[CH2:15]=[O:16].[CH3:17]C(O)C, predict the reaction product. The product is: [Br:6][C:7]1[CH:12]=[C:11]([Br:13])[C:10]2[O:16][CH2:15][N:5]([C:1]([CH3:4])([CH3:3])[CH3:2])[CH2:17][C:9]=2[CH:8]=1. (8) Given the reactants [CH3:1][NH:2][C:3]1[CH:7]=[C:6]([C:8]2[CH:13]=[CH:12][N:11]=[CH:10][CH:9]=2)[S:5][C:4]=1[C:14]([NH2:16])=[O:15].O.[C:18]1([CH3:28])[CH:23]=[CH:22][C:21](S(O)(=O)=O)=CC=1.C1(=O)CCCC1, predict the reaction product. The product is: [CH3:1][N:2]1[C:3]2[CH:7]=[C:6]([C:8]3[CH:9]=[CH:10][N:11]=[CH:12][CH:13]=3)[S:5][C:4]=2[C:14](=[O:15])[NH:16][C:21]21[CH2:22][CH2:23][CH2:18][CH2:28]2. (9) Given the reactants C(OC([N:8]([CH2:39][C:40]([O:42]C(C)(C)C)=[O:41])[C:9]1[CH:14]=[CH:13][CH:12]=[C:11]([CH:15]([CH2:26][C:27]2[CH:32]=[CH:31][C:30]([C:33]3[CH:38]=[CH:37][CH:36]=[CH:35][N:34]=3)=[CH:29][CH:28]=2)[NH:16][S:17]([C:20]2[CH:21]=[N:22][CH:23]=[CH:24][CH:25]=2)(=[O:19])=[O:18])[N:10]=1)=O)(C)(C)C.O.Cl, predict the reaction product. The product is: [N:34]1[CH:35]=[CH:36][CH:37]=[CH:38][C:33]=1[C:30]1[CH:31]=[CH:32][C:27]([CH2:26][CH:15]([NH:16][S:17]([C:20]2[CH:21]=[N:22][CH:23]=[CH:24][CH:25]=2)(=[O:19])=[O:18])[C:11]2[N:10]=[C:9]([NH:8][CH2:39][C:40]([OH:42])=[O:41])[CH:14]=[CH:13][CH:12]=2)=[CH:28][CH:29]=1.